Dataset: Reaction yield outcomes from USPTO patents with 853,638 reactions. Task: Predict the reaction yield, written as a fraction of the theoretical maximum amount of product (1.0 means a 100% yield; for example, 0.34 means a 34% yield). (1) The reactants are C([O:8][C:9]1[CH:30]=[CH:29][C:12]([CH2:13][C:14]2[CH:18]=[C:17]([C:19]3[C:20]([NH2:28])=[N:21][C:22]([CH2:25][O:26][CH3:27])=[CH:23][CH:24]=3)[O:16][N:15]=2)=[CH:11][CH:10]=1)C1C=CC=CC=1.ClCCl.B(Br)(Br)Br. The catalyst is CO. The product is [NH2:28][C:20]1[C:19]([C:17]2[O:16][N:15]=[C:14]([CH2:13][C:12]3[CH:29]=[CH:30][C:9]([OH:8])=[CH:10][CH:11]=3)[CH:18]=2)=[CH:24][CH:23]=[C:22]([CH2:25][O:26][CH3:27])[N:21]=1. The yield is 0.200. (2) The reactants are [C:1]([C@@:9]1([OH:37])[C@@H:17]([O:18][C:19](=[O:26])[C:20]2[CH:25]=[CH:24][CH:23]=[CH:22][CH:21]=2)[C@H:16]([O:27][CH2:28][C:29]2[CH:34]=[CH:33][CH:32]=[CH:31][CH:30]=2)[C@@H:15]([CH2:35][OH:36])[O:14][C@H:10]1[S:11][CH2:12][CH3:13])(=[O:8])[C:2]1[CH:7]=[CH:6][CH:5]=[CH:4][CH:3]=1.N1C=CC=CC=1.[C:44](OC(=O)C)(=[O:46])[CH3:45]. The catalyst is ClCCl. The product is [C:44]([O:36][CH2:35][C@H:15]1[O:14][C@@H:10]([S:11][CH2:12][CH3:13])[C@:9]([C:1](=[O:8])[C:2]2[CH:7]=[CH:6][CH:5]=[CH:4][CH:3]=2)([OH:37])[C@@H:17]([O:18][C:19](=[O:26])[C:20]2[CH:25]=[CH:24][CH:23]=[CH:22][CH:21]=2)[C@@H:16]1[O:27][CH2:28][C:29]1[CH:34]=[CH:33][CH:32]=[CH:31][CH:30]=1)(=[O:46])[CH3:45]. The yield is 0.930. (3) The reactants are Cl[C:2]1[C:7]([CH3:8])=[C:6]([CH3:9])[N:5]=[C:4]([NH2:10])[N:3]=1. The catalyst is N.CO.[Pd]. The product is [CH3:9][C:6]1[C:7]([CH3:8])=[CH:2][N:3]=[C:4]([NH2:10])[N:5]=1. The yield is 0.900. (4) The reactants are [CH2:1]([C:3]([C:21]1[S:25][C:24]([C:26](O)=[O:27])=[C:23]([CH3:29])[CH:22]=1)([C:6]1[CH:11]=[CH:10][C:9]([CH2:12][CH2:13][CH:14]([OH:19])[C:15]([CH3:18])([CH3:17])[CH3:16])=[C:8]([CH3:20])[CH:7]=1)[CH2:4][CH3:5])[CH3:2].Cl.[CH3:31][O:32][C:33](=[O:36])[CH2:34][NH2:35].CCN=C=NCCCN(C)C.C(N(CC)CC)C. The catalyst is ClCCl. The product is [CH3:31][O:32][C:33](=[O:36])[CH3:34].[CH2:1]([C:3]([C:21]1[S:25][C:24]([C:26]([NH2:35])=[O:27])=[C:23]([CH3:29])[CH:22]=1)([C:6]1[CH:11]=[CH:10][C:9]([CH2:12][CH2:13][CH:14]([OH:19])[C:15]([CH3:18])([CH3:17])[CH3:16])=[C:8]([CH3:20])[CH:7]=1)[CH2:4][CH3:5])[CH3:2]. The yield is 0.400.